This data is from Forward reaction prediction with 1.9M reactions from USPTO patents (1976-2016). The task is: Predict the product of the given reaction. The product is: [CH3:1][O:2][C:3]1[CH:10]=[CH:9][C:6]([C:7]2[NH:16][N:15]=[N:14][N:8]=2)=[CH:5][C:4]=1[NH2:11]. Given the reactants [CH3:1][O:2][C:3]1[CH:10]=[CH:9][C:6]([C:7]#[N:8])=[CH:5][C:4]=1[N+:11]([O-])=O.[N-:14]=[N+:15]=[N-:16].[Na+].Cl.C(N(CC)CC)C.[H][H], predict the reaction product.